This data is from Full USPTO retrosynthesis dataset with 1.9M reactions from patents (1976-2016). The task is: Predict the reactants needed to synthesize the given product. Given the product [CH:1]([NH:4][C:5]1[C:9]2[C:8](=[N:10][CH:16]=[C:15]([N+:12]([O-:14])=[O:13])[CH:18]=2)[NH:7][N:6]=1)([CH3:3])[CH3:2], predict the reactants needed to synthesize it. The reactants are: [CH:1]([NH:4][C:5]1[CH:9]=[C:8]([NH2:10])[NH:7][N:6]=1)([CH3:3])[CH3:2].O.[N+:12]([CH:15]([CH:18]=O)[CH:16]=O)([O-:14])=[O:13].[Na].C(O)(=O)C.